From a dataset of Catalyst prediction with 721,799 reactions and 888 catalyst types from USPTO. Predict which catalyst facilitates the given reaction. (1) Reactant: [OH-].[Li+].[Cl:3][C:4]1[N:5]=[C:6]([C:11]([NH:13][C@@H:14]2[CH2:19][CH2:18][N:17]([C:20]3[S:21][C:22]4[C:28]([C:29]([O:31]CC)=[O:30])=[CH:27][CH:26]=[CH:25][C:23]=4[N:24]=3)[CH2:16][C@@H:15]2[NH:34][CH:35]([CH2:38][CH3:39])[CH2:36][CH3:37])=[O:12])[NH:7][C:8]=1[CH2:9][CH3:10].Cl. Product: [Cl:3][C:4]1[N:5]=[C:6]([C:11]([NH:13][C@@H:14]2[CH2:19][CH2:18][N:17]([C:20]3[S:21][C:22]4[C:28]([C:29]([OH:31])=[O:30])=[CH:27][CH:26]=[CH:25][C:23]=4[N:24]=3)[CH2:16][C@@H:15]2[NH:34][CH:35]([CH2:36][CH3:37])[CH2:38][CH3:39])=[O:12])[NH:7][C:8]=1[CH2:9][CH3:10]. The catalyst class is: 111. (2) Reactant: [N+:1]([C:4]1[CH:31]=[CH:30][C:7]2[N:8]=[C:9]([C:11]3[CH:12]=[CH:13][C:14]([N:17]4[CH2:22][CH2:21][N:20]([C:23](OC(C)(C)C)=O)[CH2:19][CH2:18]4)=[N:15][CH:16]=3)[S:10][C:6]=2[CH:5]=1)([O-:3])=[O:2].[C:32]([OH:38])([C:34]([F:37])([F:36])[F:35])=[O:33].CO. Product: [F:35][C:34]([F:37])([F:36])[C:32]([OH:38])=[O:33].[CH3:23][N:20]1[CH2:19][CH2:18][N:17]([C:14]2[N:15]=[CH:16][C:11]([C:9]3[S:10][C:6]4[CH:5]=[C:4]([N+:1]([O-:3])=[O:2])[CH:31]=[CH:30][C:7]=4[N:8]=3)=[CH:12][CH:13]=2)[CH2:22][CH2:21]1. The catalyst class is: 2. (3) Reactant: [CH2:1]([O:8][C:9]1[CH:14]=[CH:13][C:12]([C:15](=[S:17])[NH2:16])=[CH:11][C:10]=1[CH2:18][CH2:19][CH3:20])[C:2]1[CH:7]=[CH:6][CH:5]=[CH:4][CH:3]=1.Br[CH2:22][C:23](=O)[CH2:24][CH3:25]. Product: [CH2:1]([O:8][C:9]1[CH:14]=[CH:13][C:12]([C:15]2[S:17][CH:22]=[C:23]([CH2:24][CH3:25])[N:16]=2)=[CH:11][C:10]=1[CH2:18][CH2:19][CH3:20])[C:2]1[CH:3]=[CH:4][CH:5]=[CH:6][CH:7]=1. The catalyst class is: 14. (4) Reactant: [Br:1][CH2:2][C:3]([C:5]1[C:6](=[O:16])[O:7][C:8]2[C:13]([CH:14]=1)=[CH:12][CH:11]=[C:10]([F:15])[CH:9]=2)=O.[CH3:17][C:18]1[N:19]=[C:20]([C:25]([F:28])([F:27])[F:26])[C:21]([NH2:24])=[N:22][CH:23]=1. Product: [BrH:1].[F:15][C:10]1[CH:9]=[C:8]2[C:13]([CH:14]=[C:5]([C:3]3[N:24]=[C:21]4[C:20]([C:25]([F:28])([F:26])[F:27])=[N:19][C:18]([CH3:17])=[CH:23][N:22]4[CH:2]=3)[C:6](=[O:16])[O:7]2)=[CH:12][CH:11]=1. The catalyst class is: 23. (5) Reactant: [Cl:1][C:2]1[CH:7]=[CH:6][CH:5]=[CH:4][C:3]=1[C:8]1[NH:9][CH:10]=[C:11]([CH2:13][OH:14])[N:12]=1.C(=O)(O)[O-].[Na+].CC(OI1(OC(C)=O)(OC(C)=O)OC(=O)C2C=CC=CC1=2)=O. Product: [Cl:1][C:2]1[CH:7]=[CH:6][CH:5]=[CH:4][C:3]=1[C:8]1[NH:9][CH:10]=[C:11]([CH:13]=[O:14])[N:12]=1. The catalyst class is: 2. (6) Reactant: Cl[C:2]1[CH:6]=[CH:5][S:4][C:3]=1[CH:7]=[O:8].C(=O)([O-])[O-].[K+].[K+].[S:15]1[CH:19]=[CH:18][CH:17]=[C:16]1[SH:20]. Product: [S:15]1[CH:19]=[CH:18][CH:17]=[C:16]1[S:20][C:2]1[CH:6]=[CH:5][S:4][C:3]=1[CH:7]=[O:8]. The catalyst class is: 9. (7) Reactant: [N:1]1[N:5]2[CH:6]=[CH:7][CH:8]=[CH:9][C:4]2=[CH:3][C:2]=1[CH2:10][OH:11].[H-].[Na+].Br[CH2:15][CH2:16][CH2:17][CH2:18][Cl:19]. Product: [Cl:19][CH2:18][CH2:17][CH2:16][CH2:15][O:11][CH2:10][C:2]1[CH:3]=[C:4]2[CH:9]=[CH:8][CH:7]=[CH:6][N:5]2[N:1]=1. The catalyst class is: 1. (8) Reactant: [CH:1]1([CH2:6][CH:7]([C:18]2[NH:19][C:20]([C:23](=[O:27])[CH:24]([CH3:26])[CH3:25])=[CH:21][N:22]=2)[C:8]2[CH:13]=[CH:12][C:11]([S:14]([CH3:17])(=[O:16])=[O:15])=[CH:10][CH:9]=2)[CH2:5][CH2:4][CH2:3][CH2:2]1.[Xe](F)[F:29]. Product: [CH:1]1([CH2:6][CH:7]([C:18]2[NH:19][C:20]([C:23](=[O:27])[CH:24]([CH3:25])[CH3:26])=[C:21]([F:29])[N:22]=2)[C:8]2[CH:9]=[CH:10][C:11]([S:14]([CH3:17])(=[O:15])=[O:16])=[CH:12][CH:13]=2)[CH2:5][CH2:4][CH2:3][CH2:2]1. The catalyst class is: 115. (9) Reactant: [F:1][C:2]1[C:3]2[CH:4]=[C:5]3[C:14]4[N:15]=[C:16]([C:19]5[C:20]([N:39]([CH3:44])[S:40]([CH3:43])(=[O:42])=[O:41])=[CH:21][C:22]6[O:26][C:25]([C:27]7[CH:32]=[CH:31][C:30]([F:33])=[CH:29][CH:28]=7)=[C:24]([C:34](=[O:37])[NH:35][CH3:36])[C:23]=6[CH:38]=5)[CH:17]=[CH:18][C:13]=4[N:12]=[C:11]([C:45](OC)=[O:46])[N:6]3[C:7]=2[CH:8]=[CH:9][CH:10]=1.CC(C[AlH]CC(C)C)C.C1(C)C=CC=CC=1. Product: [F:1][C:2]1[C:3]2[CH:4]=[C:5]3[C:14]4[N:15]=[C:16]([C:19]5[C:20]([N:39]([CH3:44])[S:40]([CH3:43])(=[O:42])=[O:41])=[CH:21][C:22]6[O:26][C:25]([C:27]7[CH:32]=[CH:31][C:30]([F:33])=[CH:29][CH:28]=7)=[C:24]([C:34]([NH:35][CH3:36])=[O:37])[C:23]=6[CH:38]=5)[CH:17]=[CH:18][C:13]=4[NH:12][CH:11]([CH2:45][OH:46])[N:6]3[C:7]=2[CH:8]=[CH:9][CH:10]=1. The catalyst class is: 1. (10) Reactant: [F:1][C:2]1[CH:33]=[CH:32][CH:31]=[C:30]([N+:34]([O-])=O)[C:3]=1/[CH:4]=[CH:5]/[C@H:6]1[CH2:13][N:12]([C:14]([O:16][C:17]([CH3:20])([CH3:19])[CH3:18])=[O:15])[CH2:11][C:8]2([CH2:10][CH2:9]2)[N:7]1[S:21]([C:24]1[CH:29]=[CH:28][CH:27]=[CH:26][CH:25]=1)(=[O:23])=[O:22]. Product: [NH2:34][C:30]1[CH:31]=[CH:32][CH:33]=[C:2]([F:1])[C:3]=1[CH2:4][CH2:5][C@H:6]1[CH2:13][N:12]([C:14]([O:16][C:17]([CH3:19])([CH3:18])[CH3:20])=[O:15])[CH2:11][C:8]2([CH2:9][CH2:10]2)[N:7]1[S:21]([C:24]1[CH:25]=[CH:26][CH:27]=[CH:28][CH:29]=1)(=[O:23])=[O:22]. The catalyst class is: 320.